Dataset: Full USPTO retrosynthesis dataset with 1.9M reactions from patents (1976-2016). Task: Predict the reactants needed to synthesize the given product. (1) The reactants are: [CH:1]1([S:4]([C:7]2[CH:12]=[CH:11][C:10]([CH:13]([CH2:18][CH:19]3[CH2:24][CH2:23][O:22][CH2:21][CH2:20]3)[C:14](=[O:17])[CH:15]=[CH2:16])=[CH:9][CH:8]=2)(=[O:6])=[O:5])[CH2:3][CH2:2]1.C(O)C.O1CCCC1.[Si:33]([O:50][CH2:51][C:52]1[S:56][C:55]([CH:57]=[O:58])=[N:54][N:53]=1)([C:46]([CH3:49])([CH3:48])[CH3:47])([C:40]1[CH:45]=[CH:44][CH:43]=[CH:42][CH:41]=1)[C:34]1[CH:39]=[CH:38][CH:37]=[CH:36][CH:35]=1. Given the product [Si:33]([O:50][CH2:51][C:52]1[S:56][C:55]([C:57](=[O:58])[CH2:16][CH2:15][C:14](=[O:17])[CH:13]([C:10]2[CH:9]=[CH:8][C:7]([S:4]([CH:1]3[CH2:3][CH2:2]3)(=[O:6])=[O:5])=[CH:12][CH:11]=2)[CH2:18][CH:19]2[CH2:24][CH2:23][O:22][CH2:21][CH2:20]2)=[N:54][N:53]=1)([C:46]([CH3:47])([CH3:48])[CH3:49])([C:34]1[CH:39]=[CH:38][CH:37]=[CH:36][CH:35]=1)[C:40]1[CH:45]=[CH:44][CH:43]=[CH:42][CH:41]=1, predict the reactants needed to synthesize it. (2) Given the product [C:18]([C:14]1[CH:13]=[C:12]([CH:17]=[CH:16][CH:15]=1)[CH2:11][N:10]([CH:20]1[CH2:21][CH2:22][N:23]([CH:26]([CH3:30])[CH2:27][CH2:28][NH:29][C:35](=[O:36])[C:34]2[C:38]([CH3:48])=[CH:39][C:40]([C:42]3[CH:43]=[CH:44][N:45]=[CH:46][CH:47]=3)=[CH:41][C:33]=2[CH3:32])[CH2:24][CH2:25]1)[C:7]1[CH:6]=[CH:5][C:4]([C:3]([OH:2])=[O:31])=[CH:9][CH:8]=1)#[N:19], predict the reactants needed to synthesize it. The reactants are: C[O:2][C:3](=[O:31])[C:4]1[CH:9]=[CH:8][C:7]([N:10]([CH:20]2[CH2:25][CH2:24][N:23]([CH:26]([CH3:30])[CH2:27][CH2:28][NH2:29])[CH2:22][CH2:21]2)[CH2:11][C:12]2[CH:17]=[CH:16][CH:15]=[C:14]([C:18]#[N:19])[CH:13]=2)=[CH:6][CH:5]=1.[CH3:32][C:33]1[CH:41]=[C:40]([C:42]2[CH:47]=[CH:46][N:45]=[CH:44][CH:43]=2)[CH:39]=[C:38]([CH3:48])[C:34]=1[C:35](O)=[O:36].